The task is: Predict which catalyst facilitates the given reaction.. This data is from Catalyst prediction with 721,799 reactions and 888 catalyst types from USPTO. Reactant: [CH2:1]([S:8]([OH:11])(=[O:10])=[O:9])[CH2:2][CH2:3][S:4]([OH:7])(=[O:6])=[O:5].O.O.O.O.O.O.O.O.[OH-].[Sr+2:21].[OH-]. Product: [Sr+2:21].[CH2:3]([S:4]([O-:7])(=[O:6])=[O:5])[CH2:2][CH2:1][S:8]([O-:11])(=[O:10])=[O:9]. The catalyst class is: 6.